This data is from Full USPTO retrosynthesis dataset with 1.9M reactions from patents (1976-2016). The task is: Predict the reactants needed to synthesize the given product. (1) Given the product [Cl:42][C:43]1[CH:44]=[CH:45][C:46]([S:49]([NH:52][C:26](=[O:27])/[C:25](/[CH3:29])=[CH:24]/[C:14]2[CH:15]=[CH:16][C:17]([O:19][CH2:20][CH2:21][O:22][CH3:23])=[CH:18][C:13]=2[O:12][C:3]2[C:2]([Cl:1])=[CH:7][C:6]([C:8]([F:9])([F:11])[F:10])=[CH:5][N:4]=2)(=[O:50])=[O:51])=[CH:47][CH:48]=1, predict the reactants needed to synthesize it. The reactants are: [Cl:1][C:2]1[C:3]([O:12][C:13]2[CH:18]=[C:17]([O:19][CH2:20][CH2:21][O:22][CH3:23])[CH:16]=[CH:15][C:14]=2/[CH:24]=[C:25](\[CH3:29])/[C:26](O)=[O:27])=[N:4][CH:5]=[C:6]([C:8]([F:11])([F:10])[F:9])[CH:7]=1.Cl.C(N=C=NCCCN(C)C)C.[Cl:42][C:43]1[CH:48]=[CH:47][C:46]([S:49]([NH2:52])(=[O:51])=[O:50])=[CH:45][CH:44]=1.Cl. (2) Given the product [SiH:23]([CH2:22][CH2:21][C:17]([CH3:20])([CH3:19])[CH3:18])([C:30]1[CH:31]=[CH:32][CH:33]=[CH:34][CH:35]=1)[C:24]1[CH:29]=[CH:28][CH:27]=[CH:26][CH:25]=1, predict the reactants needed to synthesize it. The reactants are: C(C1C=C(O)C=C(C(C)(C)C)C=1)(C)(C)C.[Cl-].[C:17]([CH:21]=[CH2:22])([CH3:20])([CH3:19])[CH3:18].[SiH2:23]([C:30]1[CH:35]=[CH:34][CH:33]=[CH:32][CH:31]=1)[C:24]1[CH:29]=[CH:28][CH:27]=[CH:26][CH:25]=1.